Task: Regression. Given two drug SMILES strings and cell line genomic features, predict the synergy score measuring deviation from expected non-interaction effect.. Dataset: NCI-60 drug combinations with 297,098 pairs across 59 cell lines Drug 1: COC1=NC(=NC2=C1N=CN2C3C(C(C(O3)CO)O)O)N. Drug 2: COC1=C2C(=CC3=C1OC=C3)C=CC(=O)O2. Cell line: SN12C. Synergy scores: CSS=-9.22, Synergy_ZIP=4.33, Synergy_Bliss=0.126, Synergy_Loewe=-6.50, Synergy_HSA=-6.69.